This data is from Forward reaction prediction with 1.9M reactions from USPTO patents (1976-2016). The task is: Predict the product of the given reaction. Given the reactants [O:1]1[C:5]2([CH2:10][CH2:9][CH:8]([C:11](=[S:13])[NH2:12])[CH2:7][CH2:6]2)[O:4][CH2:3][CH2:2]1.Br[CH:15]([C:26]1[CH:31]=[CH:30][C:29]([CH3:32])=[CH:28][CH:27]=1)[C:16]([C:18]1[CH:23]=[CH:22][C:21]([O:24][CH3:25])=[CH:20][CH:19]=1)=O.C(=O)([O-])O.[Na+], predict the reaction product. The product is: [CH3:25][O:24][C:21]1[CH:20]=[CH:19][C:18]([C:16]2[N:12]=[C:11]([CH:8]3[CH2:9][CH2:10][C:5]4([O:4][CH2:3][CH2:2][O:1]4)[CH2:6][CH2:7]3)[S:13][C:15]=2[C:26]2[CH:27]=[CH:28][C:29]([CH3:32])=[CH:30][CH:31]=2)=[CH:23][CH:22]=1.